Dataset: Forward reaction prediction with 1.9M reactions from USPTO patents (1976-2016). Task: Predict the product of the given reaction. (1) Given the reactants [CH3:1][N:2]1[C:10]2[C:5](=[CH:6][C:7]([NH:11][S:12]([C:15]([F:18])([F:17])[F:16])(=[O:14])=[O:13])=[CH:8][CH:9]=2)[CH:4]=[C:3]1[C:19]([OH:21])=O.[CH:22]1[CH:23]=[CH:24][C:25]2N(O)N=[N:28][C:26]=2[CH:27]=1.C(Cl)CCl.NC1C=CC=CC=1, predict the reaction product. The product is: [C:26]1([NH:28][C:19]([C:3]2[N:2]([CH3:1])[C:10]3[C:5]([CH:4]=2)=[CH:6][C:7]([NH:11][S:12]([C:15]([F:16])([F:18])[F:17])(=[O:14])=[O:13])=[CH:8][CH:9]=3)=[O:21])[CH:27]=[CH:22][CH:23]=[CH:24][CH:25]=1. (2) Given the reactants [CH3:1][O:2][C:3]1[N:8]=[CH:7][C:6](B(O)O)=[CH:5][CH:4]=1.Br[C:13]1[CH:18]=[CH:17][CH:16]=[CH:15][N:14]=1.C(=O)([O-])[O-].[K+].[K+].COCCOC, predict the reaction product. The product is: [CH3:1][O:2][C:3]1[CH:4]=[CH:5][C:6]([C:13]2[CH:18]=[CH:17][CH:16]=[CH:15][N:14]=2)=[CH:7][N:8]=1. (3) Given the reactants [Br:1][C:2]1[C:3]([Cl:11])=[N:4][CH:5]=[C:6]([CH:10]=1)[C:7]([OH:9])=O.[F:12][C:13]1[CH:14]=[C:15]([CH:17]=[CH:18][C:19]=1[S:20][C:21]([F:24])([F:23])[F:22])[NH2:16], predict the reaction product. The product is: [Br:1][C:2]1[C:3]([Cl:11])=[N:4][CH:5]=[C:6]([CH:10]=1)[C:7]([NH:16][C:15]1[CH:17]=[CH:18][C:19]([S:20][C:21]([F:24])([F:22])[F:23])=[C:13]([F:12])[CH:14]=1)=[O:9]. (4) Given the reactants [Br:1][C:2]1[CH:9]=[CH:8][C:7]([F:10])=[CH:6][C:3]=1[CH2:4]Br.C([O-])([O-])=[O:12].[Ca+2], predict the reaction product. The product is: [Br:1][C:2]1[CH:9]=[CH:8][C:7]([F:10])=[CH:6][C:3]=1[CH2:4][OH:12]. (5) Given the reactants Cl[C:2]1[CH:7]=[CH:6][C:5]([N+:8]([O-:10])=[O:9])=[CH:4][N:3]=1.[N:11]1([CH2:17][CH2:18][CH2:19][NH2:20])[CH2:16][CH2:15][O:14][CH2:13][CH2:12]1, predict the reaction product. The product is: [N:11]1([CH2:17][CH2:18][CH2:19][NH:20][C:2]2[CH:7]=[CH:6][C:5]([N+:8]([O-:10])=[O:9])=[CH:4][N:3]=2)[CH2:16][CH2:15][O:14][CH2:13][CH2:12]1.